Dataset: Full USPTO retrosynthesis dataset with 1.9M reactions from patents (1976-2016). Task: Predict the reactants needed to synthesize the given product. The reactants are: Cl[C:2]1[CH:3]=[C:4]2[C:9](=[CH:10][N:11]=1)[CH2:8][N:7]([C:12]1[C:17]([F:18])=[C:16]([O:19][CH3:20])[CH:15]=[C:14]([O:21][CH3:22])[C:13]=1[F:23])[C:6](=[O:24])[C:5]12[CH2:26][CH2:25]1.C1C=CC(P(C2C=CC3C(=CC=CC=3)C=2C2C3C(=CC=CC=3)C=CC=2P(C2C=CC=CC=2)C2C=CC=CC=2)C2C=CC=CC=2)=CC=1.C(=O)([O-])[O-].[Cs+].[Cs+].[N:79]1([C:85]2[CH:86]=[CH:87][C:88]([N+:92]([O-:94])=[O:93])=[C:89]([CH:91]=2)[NH2:90])[CH2:84][CH2:83][O:82][CH2:81][CH2:80]1.N#N. Given the product [F:18][C:17]1[C:16]([O:19][CH3:20])=[CH:15][C:14]([O:21][CH3:22])=[C:13]([F:23])[C:12]=1[N:7]1[C:6](=[O:24])[C:5]2([CH2:25][CH2:26]2)[C:4]2[C:9](=[CH:10][N:11]=[C:2]([NH:90][C:89]3[CH:91]=[C:85]([N:79]4[CH2:80][CH2:81][O:82][CH2:83][CH2:84]4)[CH:86]=[CH:87][C:88]=3[N+:92]([O-:94])=[O:93])[CH:3]=2)[CH2:8]1, predict the reactants needed to synthesize it.